From a dataset of Full USPTO retrosynthesis dataset with 1.9M reactions from patents (1976-2016). Predict the reactants needed to synthesize the given product. Given the product [Cl:6][C:7]1[CH:8]=[C:9]([C:14]([F:15])([F:16])[F:17])[CH:10]=[CH:11][C:12]=1[O:13][CH2:1][CH:3]1[CH2:4][O:5]1, predict the reactants needed to synthesize it. The reactants are: [CH2:1]([CH:3]1[O:5][CH2:4]1)Cl.[Cl:6][C:7]1[CH:8]=[C:9]([C:14]([F:17])([F:16])[F:15])[CH:10]=[CH:11][C:12]=1[OH:13].C(=O)([O-])[O-].[Cs+].[Cs+].O.